This data is from Peptide-MHC class I binding affinity with 185,985 pairs from IEDB/IMGT. The task is: Regression. Given a peptide amino acid sequence and an MHC pseudo amino acid sequence, predict their binding affinity value. This is MHC class I binding data. (1) The peptide sequence is VTVVAVPLR. The MHC is HLA-A03:01 with pseudo-sequence HLA-A03:01. The binding affinity (normalized) is 0.0847. (2) The peptide sequence is ISDSNPYLTQW. The MHC is Patr-A0301 with pseudo-sequence Patr-A0301. The binding affinity (normalized) is 0.0450. (3) The peptide sequence is GLKSKTHAV. The MHC is HLA-A02:06 with pseudo-sequence HLA-A02:06. The binding affinity (normalized) is 0.165.